Dataset: Catalyst prediction with 721,799 reactions and 888 catalyst types from USPTO. Task: Predict which catalyst facilitates the given reaction. (1) Reactant: C[O:2][C:3]([C:5]1[CH:14]=[C:13]2[C:8]([CH:9]([NH:15][C:16]([O:18][CH2:19][C:20]3[CH:25]=[CH:24][CH:23]=[CH:22][CH:21]=3)=[O:17])[CH2:10][CH2:11][S:12]2)=[CH:7][CH:6]=1)=[O:4].[OH-].[Na+].Cl. Product: [CH2:19]([O:18][C:16]([NH:15][CH:9]1[C:8]2[C:13](=[CH:14][C:5]([C:3]([OH:4])=[O:2])=[CH:6][CH:7]=2)[S:12][CH2:11][CH2:10]1)=[O:17])[C:20]1[CH:25]=[CH:24][CH:23]=[CH:22][CH:21]=1. The catalyst class is: 364. (2) Reactant: C(OC([N:8]([CH2:38][C:39]([O:41]C(C)(C)C)=[O:40])[C:9]1[CH:14]=[CH:13][CH:12]=[C:11]([CH:15]([CH2:27][C:28]2[CH:33]=[CH:32][C:31]([C:34]([CH3:37])([CH3:36])[CH3:35])=[CH:30][CH:29]=2)[NH:16][S:17]([C:20]2[CH:25]=[CH:24][CH:23]=[CH:22][C:21]=2[F:26])(=[O:19])=[O:18])[N:10]=1)=O)(C)(C)C.[ClH:46].O1CCOCC1. Product: [ClH:46].[C:34]([C:31]1[CH:30]=[CH:29][C:28]([CH2:27][CH:15]([NH:16][S:17]([C:20]2[CH:25]=[CH:24][CH:23]=[CH:22][C:21]=2[F:26])(=[O:18])=[O:19])[C:11]2[N:10]=[C:9]([NH:8][CH2:38][C:39]([OH:41])=[O:40])[CH:14]=[CH:13][CH:12]=2)=[CH:33][CH:32]=1)([CH3:37])([CH3:35])[CH3:36]. The catalyst class is: 2. (3) The catalyst class is: 9. Product: [CH3:1][C:2]1[S:6][C:5]2[CH:7]=[C:8]([O:11][CH2:29][CH2:30][O:31][CH:32]3[CH2:37][CH2:36][CH2:35][CH2:34][O:33]3)[CH:9]=[CH:10][C:4]=2[C:3]=1[C:12]1[CH:13]=[CH:14][C:15]([C:18]([F:21])([F:19])[F:20])=[CH:16][CH:17]=1. Reactant: [CH3:1][C:2]1[S:6][C:5]2[CH:7]=[C:8]([OH:11])[CH:9]=[CH:10][C:4]=2[C:3]=1[C:12]1[CH:17]=[CH:16][C:15]([C:18]([F:21])([F:20])[F:19])=[CH:14][CH:13]=1.C([O-])([O-])=O.[K+].[K+].Br[CH2:29][CH2:30][O:31][CH:32]1[CH2:37][CH2:36][CH2:35][CH2:34][O:33]1. (4) The catalyst class is: 2. Reactant: [CH:1](=[O:5])/[CH:2]=[CH:3]/[CH3:4].B(F)(F)F.CCOCC.[CH3:15][CH:16]([CH3:22])[CH2:17][C:18](=[CH2:21])[CH:19]=[CH2:20].[OH-].[Na+]. Product: [CH2:17]([C:18]1[CH2:21][CH:3]([CH3:4])[CH:2]([CH:1]=[O:5])[CH2:20][CH:19]=1)[CH:16]([CH3:22])[CH3:15]. (5) The catalyst class is: 19. Product: [C:1]([C:3]1[C:12]([O:13][CH3:14])=[CH:11][C:6]([C:7]([NH:9][CH3:10])=[O:8])=[CH:5][C:4]=1[CH2:15][CH2:16][C:17]1[CH:22]=[N:21][C:20]([NH:23][C:24]2[CH:25]=[N:26][N:27]([CH2:29][CH3:30])[CH:28]=2)=[N:19][CH:18]=1)#[N:2]. Reactant: [C:1]([C:3]1[C:12]([O:13][CH3:14])=[CH:11][C:6]([C:7]([NH:9][CH3:10])=[O:8])=[CH:5][C:4]=1/[CH:15]=[CH:16]/[C:17]1[CH:18]=[N:19][C:20]([NH:23][C:24]2[CH:25]=[N:26][N:27]([CH2:29][CH3:30])[CH:28]=2)=[N:21][CH:22]=1)#[N:2].